This data is from Orexin1 receptor HTS with 218,158 compounds and 233 confirmed actives. The task is: Binary Classification. Given a drug SMILES string, predict its activity (active/inactive) in a high-throughput screening assay against a specified biological target. (1) The drug is S(CC(=O)N1CCCC1)c1oc(nn1)COc1c(OC)cccc1. The result is 0 (inactive). (2) The compound is O(c1ccc(cc1)C)c1ncccc1CO. The result is 0 (inactive). (3) The molecule is O=C(Nc1ncc(NC(=O)Cc2ccccc2)cc1)C1CCCCC1. The result is 0 (inactive). (4) The drug is S(=O)(=O)(N1CCCCC1)c1c(ccc(c1)C(=O)Nc1cc2[nH]ncc2cc1)C. The result is 0 (inactive).